From a dataset of Reaction yield outcomes from USPTO patents with 853,638 reactions. Predict the reaction yield, written as a fraction of the theoretical maximum amount of product (1.0 means a 100% yield; for example, 0.34 means a 34% yield). (1) The reactants are [F:1][C:2]1[CH:3]=[C:4]([NH:22]C(=O)C)[CH:5]=[CH:6][C:7]=1[S:8](=[O:21])(=[O:20])[NH:9][C:10]1[CH:11]=[CH:12][C:13]2[CH2:17][O:16][B:15]([OH:18])[C:14]=2[CH:19]=1.[OH-].[Na+]. The catalyst is O1CCOCC1.Cl. The product is [NH2:22][C:4]1[CH:5]=[CH:6][C:7]([S:8]([NH:9][C:10]2[CH:11]=[CH:12][C:13]3[CH2:17][O:16][B:15]([OH:18])[C:14]=3[CH:19]=2)(=[O:20])=[O:21])=[C:2]([F:1])[CH:3]=1. The yield is 0.140. (2) The reactants are [H-].[Al+3].[Li+].[H-].[H-].[H-].[N:7]1[CH:12]=[CH:11][CH:10]=[CH:9][C:8]=1[CH2:13][N:14]1[CH2:19][CH2:18][N:17]([CH2:20][C:21]#[N:22])[CH2:16][CH2:15]1. The catalyst is O1CCCC1. The product is [N:7]1[CH:12]=[CH:11][CH:10]=[CH:9][C:8]=1[CH2:13][N:14]1[CH2:15][CH2:16][N:17]([CH2:20][CH2:21][NH2:22])[CH2:18][CH2:19]1. The yield is 0.980. (3) The product is [CH2:17]([O:24][C:25]1[C:33]([O:34][CH3:35])=[CH:32][C:28]([C:29]([N:10]2[C:11]3[C:7](=[CH:6][CH:5]=[C:4]([N+:1]([O-:3])=[O:2])[CH:12]=3)[CH2:8][CH:9]2[C:13]([O:15][CH3:16])=[O:14])=[O:30])=[C:27]([N+:36]([O-:38])=[O:37])[CH:26]=1)[C:18]1[CH:23]=[CH:22][CH:21]=[CH:20][CH:19]=1. The reactants are [N+:1]([C:4]1[CH:12]=[C:11]2[C:7]([CH2:8][CH:9]([C:13]([O:15][CH3:16])=[O:14])[NH:10]2)=[CH:6][CH:5]=1)([O-:3])=[O:2].[CH2:17]([O:24][C:25]1[C:33]([O:34][CH3:35])=[CH:32][C:28]([C:29](Cl)=[O:30])=[C:27]([N+:36]([O-:38])=[O:37])[CH:26]=1)[C:18]1[CH:23]=[CH:22][CH:21]=[CH:20][CH:19]=1.N1C2C(=CC=CC=2)CC1.C(N(CC)CC)C. The catalyst is O1CCCC1. The yield is 0.414.